This data is from Catalyst prediction with 721,799 reactions and 888 catalyst types from USPTO. The task is: Predict which catalyst facilitates the given reaction. (1) Reactant: [CH:1]1[CH:2]=[CH:3][C:4]2N(O)N=[N:7][C:5]=2C=1.C(N)CCCC.CCN=C=NCCCN(C)C.[C:28]([O:32][C:33]([NH:35][C@@H:36]([CH2:40][C:41]1[CH:46]=[CH:45][CH:44]=[C:43]([N:47]2[CH2:51][C:50](=[O:52])[N:49]([CH2:53][C:54]3[CH:59]=[CH:58][C:57]([O:60][CH3:61])=[CH:56][CH:55]=3)[S:48]2(=[O:63])=[O:62])[CH:42]=1)[C:37](O)=[O:38])=[O:34])([CH3:31])([CH3:30])[CH3:29]. Product: [C:28]([O:32][C:33](=[O:34])[NH:35][C@H:36]([C:37](=[O:38])[NH:7][CH2:5][CH2:4][CH2:3][CH2:2][CH3:1])[CH2:40][C:41]1[CH:46]=[CH:45][CH:44]=[C:43]([N:47]2[CH2:51][C:50](=[O:52])[N:49]([CH2:53][C:54]3[CH:55]=[CH:56][C:57]([O:60][CH3:61])=[CH:58][CH:59]=3)[S:48]2(=[O:62])=[O:63])[CH:42]=1)([CH3:29])([CH3:31])[CH3:30]. The catalyst class is: 2. (2) Product: [NH2:19][C:14]1[CH:15]=[CH:16][CH:17]=[CH:18][C:13]=1[C:11]1[N:12]=[C:8]([CH2:7][CH2:6][CH2:5][CH2:4][C:3]([OH:20])=[O:2])[O:9][CH:10]=1. Reactant: C[O:2][C:3](=[O:20])[CH2:4][CH2:5][CH2:6][CH2:7][C:8]1[O:9][CH:10]=[C:11]([C:13]2[CH:18]=[CH:17][CH:16]=[CH:15][C:14]=2[NH2:19])[N:12]=1.C1COCC1.[OH-].[Na+]. The catalyst class is: 14. (3) Reactant: C[O:2][C:3](=[O:32])[C:4]1[CH:9]=[CH:8][CH:7]=[C:6]([S:10][C:11]2[CH:12]=[N:13][CH:14]=[C:15]([CH2:17][O:18][C:19]3[CH:24]=[CH:23][C:22]([C:25](=[O:27])[CH3:26])=[C:21]([OH:28])[C:20]=3[CH2:29][CH2:30][CH3:31])[CH:16]=2)[CH:5]=1.[OH-].[Li+]. Product: [C:25]([C:22]1[CH:23]=[CH:24][C:19]([O:18][CH2:17][C:15]2[CH:16]=[C:11]([S:10][C:6]3[CH:5]=[C:4]([CH:9]=[CH:8][CH:7]=3)[C:3]([OH:32])=[O:2])[CH:12]=[N:13][CH:14]=2)=[C:20]([CH2:29][CH2:30][CH3:31])[C:21]=1[OH:28])(=[O:27])[CH3:26]. The catalyst class is: 24. (4) Reactant: N(C(OC(C)(C)C)=O)=NC(OC(C)(C)C)=O.[CH2:17]([O:19][C:20]([C:22]1[NH:23][N:24]=[C:25]([CH2:27][O:28][C:29]2[CH:34]=[CH:33][CH:32]=[CH:31][CH:30]=2)[CH:26]=1)=[O:21])[CH3:18].[CH3:35][C:36]1([CH3:50])[O:40][CH2:39][C@@H:38]([CH2:41]O)[N:37]1[C:43]([O:45][C:46]([CH3:49])([CH3:48])[CH3:47])=[O:44].C1(P(C2C=CC=CC=2)C2C=CC=CC=2)C=CC=CC=1. Product: [C:46]([O:45][C:43]([N:37]1[C@H:38]([CH2:41][N:23]2[C:22]([C:20]([O:19][CH2:17][CH3:18])=[O:21])=[CH:26][C:25]([CH2:27][O:28][C:29]3[CH:34]=[CH:33][CH:32]=[CH:31][CH:30]=3)=[N:24]2)[CH2:39][O:40][C:36]1([CH3:35])[CH3:50])=[O:44])([CH3:49])([CH3:47])[CH3:48]. The catalyst class is: 1. (5) Reactant: [Li]CCCC.[Cl:6][C:7]1[CH:12]=[C:11]([Cl:13])[CH:10]=[C:9]([Cl:14])[N:8]=1.[CH:15](OCC)=[O:16]. Product: [Cl:6][C:7]1[C:12]([CH:15]=[O:16])=[C:11]([Cl:13])[CH:10]=[C:9]([Cl:14])[N:8]=1. The catalyst class is: 56. (6) Reactant: [OH-].[Na+].[CH:3]1([CH2:7][O:8][C:9]2[C:17]3[N:16]([CH2:18][CH2:19][CH:20]4[CH2:25][CH2:24][NH:23][CH2:22][CH2:21]4)[C:15](=[O:26])[N:14]([CH3:27])[C:13]=3[CH:12]=[CH:11][C:10]=2[C:28]2[C:29]3[CH:38]=[CH:37][N:36](S(C4C=CC(C)=CC=4)(=O)=O)[C:30]=3[C:31](=[O:35])[N:32]([CH3:34])[CH:33]=2)[CH2:6][CH2:5][CH2:4]1. Product: [CH:3]1([CH2:7][O:8][C:9]2[C:17]3[N:16]([CH2:18][CH2:19][CH:20]4[CH2:25][CH2:24][NH:23][CH2:22][CH2:21]4)[C:15](=[O:26])[N:14]([CH3:27])[C:13]=3[CH:12]=[CH:11][C:10]=2[C:28]2[C:29]3[CH:38]=[CH:37][NH:36][C:30]=3[C:31](=[O:35])[N:32]([CH3:34])[CH:33]=2)[CH2:6][CH2:5][CH2:4]1. The catalyst class is: 72.